Dataset: Full USPTO retrosynthesis dataset with 1.9M reactions from patents (1976-2016). Task: Predict the reactants needed to synthesize the given product. Given the product [NH2:18][C:16]1[S:17][C:12]2[C:11]([NH:29][C@H:30]([CH2:33][CH2:34][CH3:35])[CH2:31][OH:32])=[N:10][C:9]([S:8][CH2:1][C:2]3[CH:7]=[CH:6][CH:5]=[CH:4][CH:3]=3)=[N:14][C:13]=2[N:15]=1, predict the reactants needed to synthesize it. The reactants are: [CH2:1]([S:8][C:9]1[N:10]=[C:11](Cl)[C:12]2[S:17][C:16]([NH2:18])=[N:15][C:13]=2[N:14]=1)[C:2]1[CH:7]=[CH:6][CH:5]=[CH:4][CH:3]=1.C(N(C(C)C)C(C)C)C.[NH2:29][C@H:30]([CH2:33][CH2:34][CH3:35])[CH2:31][OH:32].O.